Dataset: Catalyst prediction with 721,799 reactions and 888 catalyst types from USPTO. Task: Predict which catalyst facilitates the given reaction. (1) Reactant: [NH2:1][CH2:2][C:3]1([C:8]2[CH:13]=[CH:12][C:11]([O:14][CH3:15])=[CH:10][CH:9]=2)[CH2:5][CH:4]1[CH2:6]O.S(Cl)([Cl:18])=O. Product: [ClH:18].[CH3:15][O:14][C:11]1[CH:12]=[CH:13][C:8]([C@:3]23[CH2:5][C@H:4]2[CH2:6][NH:1][CH2:2]3)=[CH:9][CH:10]=1. The catalyst class is: 68. (2) Reactant: Cl[C:2]1[N:7]=[CH:6][C:5]([CH2:8][C:9]2[C:18]3[C:13](=[CH:14][CH:15]=[CH:16][CH:17]=3)[N:12]=[C:11]([C:19]([NH:21][C@H:22]3[CH2:27][CH2:26][CH2:25][CH2:24][C@@H:23]3[OH:28])=[O:20])[CH:10]=2)=[CH:4][CH:3]=1.C(N(CC)CC)C. Product: [OH:28][C@H:23]1[CH2:24][CH2:25][CH2:26][CH2:27][C@@H:22]1[NH:21][C:19]([C:11]1[CH:10]=[C:9]([CH2:8][C:5]2[CH:6]=[N:7][CH:2]=[CH:3][CH:4]=2)[C:18]2[C:13](=[CH:14][CH:15]=[CH:16][CH:17]=2)[N:12]=1)=[O:20]. The catalyst class is: 407. (3) Reactant: [Cl-].O[NH3+:3].[C:4](=[O:7])([O-])[OH:5].[Na+].CS(C)=O.[CH3:13][C:14]1[N:15]([CH:39]2[CH2:44][CH2:43][O:42][CH2:41][CH2:40]2)[C:16](=[O:38])[C:17]([CH2:23][C:24]2[CH:29]=[CH:28][C:27]([C:30]3[C:31]([C:36]#[N:37])=[CH:32][CH:33]=[CH:34][CH:35]=3)=[CH:26][CH:25]=2)=[C:18]([CH2:20][CH2:21][CH3:22])[N:19]=1. Product: [CH3:13][C:14]1[N:15]([CH:39]2[CH2:40][CH2:41][O:42][CH2:43][CH2:44]2)[C:16](=[O:38])[C:17]([CH2:23][C:24]2[CH:25]=[CH:26][C:27]([C:30]3[CH:35]=[CH:34][CH:33]=[CH:32][C:31]=3[C:36]3[NH:3][C:4](=[O:7])[O:5][N:37]=3)=[CH:28][CH:29]=2)=[C:18]([CH2:20][CH2:21][CH3:22])[N:19]=1. The catalyst class is: 13. (4) Reactant: [CH:1]1([OH:8])[CH2:6][CH2:5][CH:4]([OH:7])[CH2:3][CH2:2]1.[H-].[Na+].[CH3:11][Si:12]([CH2:15][CH2:16][O:17][CH2:18]Cl)([CH3:14])[CH3:13]. Product: [CH3:11][Si:12]([CH3:14])([CH3:13])[CH2:15][CH2:16][O:17][CH2:18][O:7][CH:4]1[CH2:5][CH2:6][CH:1]([OH:8])[CH2:2][CH2:3]1. The catalyst class is: 1. (5) Product: [ClH:32].[C:1]1([S:7]([N:10]2[C:18]3[C:13](=[C:14]([N:19]4[CH2:24][CH2:23][NH:22][CH2:21][CH2:20]4)[CH:15]=[CH:16][CH:17]=3)[CH:12]=[N:11]2)(=[O:9])=[O:8])[CH:2]=[CH:3][CH:4]=[CH:5][CH:6]=1. Reactant: [C:1]1([S:7]([N:10]2[C:18]3[C:13](=[C:14]([N:19]4[CH2:24][CH2:23][N:22](CC5C=CC=CC=5)[CH2:21][CH2:20]4)[CH:15]=[CH:16][CH:17]=3)[CH:12]=[N:11]2)(=[O:9])=[O:8])[CH:6]=[CH:5][CH:4]=[CH:3][CH:2]=1.[Cl:32]C(OC(Cl)C)=O. The catalyst class is: 26.